Dataset: Full USPTO retrosynthesis dataset with 1.9M reactions from patents (1976-2016). Task: Predict the reactants needed to synthesize the given product. Given the product [C:1]([O:5][C:6]([N:8]1[CH2:13][CH2:12][CH:11]([NH:22][C:21]2[CH:23]=[CH:24][C:18]([Br:17])=[CH:19][CH:20]=2)[CH2:10][CH:9]1[CH2:15][CH3:16])=[O:7])([CH3:4])([CH3:3])[CH3:2], predict the reactants needed to synthesize it. The reactants are: [C:1]([O:5][C:6]([N:8]1[CH2:13][CH2:12][C:11](=O)[CH2:10][CH:9]1[CH2:15][CH3:16])=[O:7])([CH3:4])([CH3:3])[CH3:2].[Br:17][C:18]1[CH:24]=[CH:23][C:21]([NH2:22])=[CH:20][CH:19]=1.C(O[BH-](OC(=O)C)OC(=O)C)(=O)C.[Na+].C(O)(=O)C.[OH-].[Na+].